Dataset: Catalyst prediction with 721,799 reactions and 888 catalyst types from USPTO. Task: Predict which catalyst facilitates the given reaction. The catalyst class is: 3. Product: [Cl:19][CH2:20][C:21]([NH:12][C:10]1[S:11][C:7]([C:1]2[CH:2]=[CH:3][CH:4]=[CH:5][CH:6]=2)=[N:8][N:9]=1)=[O:22]. Reactant: [C:1]1([C:7]2[S:11][C:10]([NH2:12])=[N:9][N:8]=2)[CH:6]=[CH:5][CH:4]=[CH:3][CH:2]=1.C([O-])([O-])=O.[K+].[K+].[Cl:19][CH2:20][C:21](Cl)=[O:22].